Dataset: Full USPTO retrosynthesis dataset with 1.9M reactions from patents (1976-2016). Task: Predict the reactants needed to synthesize the given product. (1) Given the product [CH2:17]([C:5]1[S:1][C:2]([C:6]2[CH:12]=[CH:11][CH:10]=[CH:9][C:7]=2[NH2:8])=[N:3][N:4]=1)[CH2:16][CH3:21], predict the reactants needed to synthesize it. The reactants are: [S:1]1[CH:5]=[N:4][N:3]=[C:2]1[C:6]1[CH:12]=[CH:11][CH:10]=[CH:9][C:7]=1[NH2:8].[N+]([C:16]1[CH:21]=CC=C[C:17]=1C1SC=NN=1)([O-])=O. (2) Given the product [CH3:43][O:42][CH2:41][CH2:40][O:39][C:37](=[O:38])[NH:1][C:2]1[CH:3]=[CH:4][C:5]([C:8]2[NH:12][C:11]([C@H:13]3[N:21]4[C:16](=[CH:17][C:18]([C:23]5[CH:28]=[C:27]([Cl:29])[CH:26]=[CH:25][C:24]=5[N:30]5[CH:34]=[C:33]([Cl:35])[N:32]=[N:31]5)=[CH:19][C:20]4=[O:22])[CH2:15][CH2:14]3)=[N:10][CH:9]=2)=[CH:6][N:7]=1, predict the reactants needed to synthesize it. The reactants are: [NH2:1][C:2]1[N:7]=[CH:6][C:5]([C:8]2[NH:12][C:11]([C@H:13]3[N:21]4[C:16](=[CH:17][C:18]([C:23]5[CH:28]=[C:27]([Cl:29])[CH:26]=[CH:25][C:24]=5[N:30]5[CH:34]=[C:33]([Cl:35])[N:32]=[N:31]5)=[CH:19][C:20]4=[O:22])[CH2:15][CH2:14]3)=[N:10][CH:9]=2)=[CH:4][CH:3]=1.Cl[C:37]([O:39][CH2:40][CH2:41][O:42][CH3:43])=[O:38]. (3) Given the product [CH2:10]([O:12][C:13]([S:15][CH2:16][CH2:17][CH2:18][CH2:19][CH2:20][CH2:21][CH2:22][CH2:23][CH2:24][CH2:25][O:26][C:27]1[CH:28]=[CH:29][C:30]([C:31]([O:33][C:2]2[CH:9]=[CH:8][C:5]([CH:6]=[O:7])=[CH:4][CH:3]=2)=[O:32])=[CH:34][CH:35]=1)=[S:14])[CH3:11], predict the reactants needed to synthesize it. The reactants are: O[C:2]1[CH:9]=[CH:8][C:5]([CH:6]=[O:7])=[CH:4][CH:3]=1.[CH2:10]([O:12][C:13]([S:15][CH2:16][CH2:17][CH2:18][CH2:19][CH2:20][CH2:21][CH2:22][CH2:23][CH2:24][CH2:25][O:26][C:27]1[CH:35]=[CH:34][C:30]([C:31]([OH:33])=[O:32])=[CH:29][CH:28]=1)=[S:14])[CH3:11].C1CCC(N=C=NC2CCCCC2)CC1. (4) Given the product [OH:22][CH2:21][CH2:20][O:15][C:14](=[O:16])[CH2:13][CH2:12][CH2:11][CH2:10][CH2:9][O:8][C:7]1[CH:6]=[CH:5][C:4]([N+:1]([O-:3])=[O:2])=[CH:18][CH:17]=1, predict the reactants needed to synthesize it. The reactants are: [N+:1]([C:4]1[CH:18]=[CH:17][C:7]([O:8][CH2:9][CH2:10][CH2:11][CH2:12][CH2:13][C:14]([OH:16])=[O:15])=[CH:6][CH:5]=1)([O-:3])=[O:2].Cl.[CH2:20](O)[CH2:21][OH:22]. (5) Given the product [CH:1]([N:3]1[CH:7]=[CH:6][N:5]=[C:4]1[N+:20]([O-:21])=[O:19])=[O:2], predict the reactants needed to synthesize it. The reactants are: [CH:1]([N:3]1[CH:7]=[CH:6][N:5]=[CH:4]1)=[O:2].C([Li])CCC.C(C([O:19][N+:20]([O-])=[O:21])=O)(F)(F)F.